This data is from Full USPTO retrosynthesis dataset with 1.9M reactions from patents (1976-2016). The task is: Predict the reactants needed to synthesize the given product. (1) Given the product [CH2:1]([N:8]1[CH2:13][CH2:12][O:11][CH:10]([CH2:14][NH:15][C:41]([C:35]2[CH:34]=[CH:33][C:32]([NH:31][C:28]3[N:27]=[CH:26][C:25]4[N:24]([CH3:44])[C:23](=[O:45])[C@@H:22]([CH2:46][CH3:47])[N:21]([CH:16]5[CH2:17][CH2:18][CH2:19][CH2:20]5)[C:30]=4[N:29]=3)=[C:40]3[O:39][CH2:38][CH2:37][C:36]=23)=[O:42])[CH2:9]1)[C:2]1[CH:3]=[CH:4][CH:5]=[CH:6][CH:7]=1, predict the reactants needed to synthesize it. The reactants are: [CH2:1]([N:8]1[CH2:13][CH2:12][O:11][CH:10]([CH2:14][NH2:15])[CH2:9]1)[C:2]1[CH:7]=[CH:6][CH:5]=[CH:4][CH:3]=1.[CH:16]1([N:21]2[C:30]3[N:29]=[C:28]([NH:31][C:32]4[CH:33]=[CH:34][C:35]([C:41](O)=[O:42])=[C:36]5[C:40]=4[O:39][CH2:38][CH2:37]5)[N:27]=[CH:26][C:25]=3[N:24]([CH3:44])[C:23](=[O:45])[C@H:22]2[CH2:46][CH3:47])[CH2:20][CH2:19][CH2:18][CH2:17]1.F[B-](F)(F)F.N1(OC(N(C)C)=[N+](C)C)C2C=CC=CC=2N=N1.C(N(C(C)C)CC)(C)C.C(=O)(O)[O-].[Na+]. (2) The reactants are: [CH3:1][C:2]1([CH3:26])[CH2:11][C:10]2[C:5](=[CH:6][CH:7]=[C:8]([C:12]([O:14]C)=[O:13])[CH:9]=2)[NH:4][CH:3]1[C:16]1[CH:21]=[CH:20][CH:19]=[C:18]([C:22](=[O:25])[NH:23][CH3:24])[CH:17]=1.[OH-].[Na+].Cl. Given the product [CH3:1][C:2]1([CH3:26])[CH2:11][C:10]2[C:5](=[CH:6][CH:7]=[C:8]([C:12]([OH:14])=[O:13])[CH:9]=2)[NH:4][CH:3]1[C:16]1[CH:21]=[CH:20][CH:19]=[C:18]([C:22](=[O:25])[NH:23][CH3:24])[CH:17]=1, predict the reactants needed to synthesize it. (3) The reactants are: [CH3:1][O:2][C:3]1[CH:4]=[C:5]([CH:10]=[CH:11][C:12]=1[N+:13]([O-:15])=[O:14])[C:6]([NH:8][NH2:9])=O.[C:16]([NH2:19])(=S)[CH3:17]. Given the product [CH3:1][O:2][C:3]1[CH:4]=[C:5]([C:6]2[NH:19][C:16]([CH3:17])=[N:9][N:8]=2)[CH:10]=[CH:11][C:12]=1[N+:13]([O-:15])=[O:14], predict the reactants needed to synthesize it. (4) Given the product [Cl:15][C:16]1[CH:17]=[CH:18][C:19]([CH2:20][C:21]2([OH:27])[CH2:22][CH2:23][N:24]([CH2:2][CH2:3][CH2:4][C:5]([C:7]3[CH:12]=[CH:11][C:10]([O:13][CH3:14])=[CH:9][CH:8]=3)=[O:6])[CH2:25][CH2:26]2)=[CH:28][CH:29]=1, predict the reactants needed to synthesize it. The reactants are: Cl[CH2:2][CH2:3][CH2:4][C:5]([C:7]1[CH:12]=[CH:11][C:10]([O:13][CH3:14])=[CH:9][CH:8]=1)=[O:6].[Cl:15][C:16]1[CH:29]=[CH:28][C:19]([CH2:20][C:21]2([OH:27])[CH2:26][CH2:25][NH:24][CH2:23][CH2:22]2)=[CH:18][CH:17]=1.C([O-])([O-])=O.[K+].[K+]. (5) The reactants are: Br[C:2]1[C:3]([Cl:18])=[C:4]([NH:10][C:11](=[O:17])[O:12][C:13]([CH3:16])([CH3:15])[CH3:14])[CH:5]=[C:6]([C:8]#[N:9])[CH:7]=1.[S:19]1(=[O:29])(=[O:28])[N:23]2[CH2:24][CH2:25][NH:26][CH2:27][CH:22]2[CH2:21][CH2:20]1.C1C=CC(P(C2C(C3C(P(C4C=CC=CC=4)C4C=CC=CC=4)=CC=C4C=3C=CC=C4)=C3C(C=CC=C3)=CC=2)C2C=CC=CC=2)=CC=1.C([O-])([O-])=O.[Cs+].[Cs+]. Given the product [Cl:18][C:3]1[C:2]([N:26]2[CH2:25][CH2:24][N:23]3[S:19](=[O:29])(=[O:28])[CH2:20][CH2:21][CH:22]3[CH2:27]2)=[CH:7][C:6]([C:8]#[N:9])=[CH:5][C:4]=1[NH:10][C:11](=[O:17])[O:12][C:13]([CH3:16])([CH3:15])[CH3:14], predict the reactants needed to synthesize it. (6) Given the product [ClH:86].[F:1][C:2]1[C:3]([C:9]2[N:10]([CH:15]([CH3:17])[CH3:16])[C:11]([CH3:14])=[N:12][CH:13]=2)=[N:4][C:5]([NH:8][C:19]2[CH:20]=[CH:21][C:22]([C:23]([N:25]3[CH2:30][CH2:29][N:28]([CH3:31])[CH2:27][CH2:26]3)=[O:24])=[CH:32][CH:33]=2)=[N:6][CH:7]=1, predict the reactants needed to synthesize it. The reactants are: [F:1][C:2]1[C:3]([C:9]2[N:10]([CH:15]([CH3:17])[CH3:16])[C:11]([CH3:14])=[N:12][CH:13]=2)=[N:4][C:5]([NH2:8])=[N:6][CH:7]=1.Br[C:19]1[CH:33]=[CH:32][C:22]([C:23]([N:25]2[CH2:30][CH2:29][N:28]([CH3:31])[CH2:27][CH2:26]2)=[O:24])=[CH:21][CH:20]=1.C1C=CC(P(C2C(C3C(P(C4C=CC=CC=4)C4C=CC=CC=4)=CC=C4C=3C=CC=C4)=C3C(C=CC=C3)=CC=2)C2C=CC=CC=2)=CC=1.CC(C)([O-])C.[Na+].[ClH:86].CCOCC. (7) Given the product [F:30][C:21]1[CH:20]=[C:19]([NH:18][C:13]([C:10]2[CH2:9][C:8]3([CH2:7][CH2:6][CH:5]([C:1]([CH3:2])([CH3:3])[CH3:4])[CH2:17][CH2:16]3)[O:12][N:11]=2)=[O:15])[CH:24]=[CH:23][C:22]=1[NH:25][S:26]([CH3:29])(=[O:28])=[O:27], predict the reactants needed to synthesize it. The reactants are: [C:1]([CH:5]1[CH2:17][CH2:16][C:8]2([O:12][N:11]=[C:10]([C:13]([OH:15])=O)[CH2:9]2)[CH2:7][CH2:6]1)([CH3:4])([CH3:3])[CH3:2].[NH2:18][C:19]1[CH:24]=[CH:23][C:22]([NH:25][S:26]([CH3:29])(=[O:28])=[O:27])=[C:21]([F:30])[CH:20]=1. (8) Given the product [Cl:1][C:2]1[CH:7]=[CH:6][C:5]([S:8]([NH:11][C@@H:12]([C:20]2=[N:21][O:22][C:23](=[O:25])/[C:24]/2=[CH:26]\[CH3:27])[CH2:13][C:14]2[CH:19]=[CH:18][CH:17]=[CH:16][CH:15]=2)(=[O:10])=[O:9])=[CH:4][CH:3]=1, predict the reactants needed to synthesize it. The reactants are: [Cl:1][C:2]1[CH:7]=[CH:6][C:5]([S:8]([NH:11][C@@H:12]([C:20]2[CH2:24][C:23](=[O:25])[O:22][N:21]=2)[CH2:13][C:14]2[CH:19]=[CH:18][CH:17]=[CH:16][CH:15]=2)(=[O:10])=[O:9])=[CH:4][CH:3]=1.[CH:26](=O)[CH3:27]. (9) Given the product [CH:1]([O:4][C:5]1[C:12]([O:13][CH3:14])=[CH:11][C:8](/[CH:9]=[CH:37]/[C:38]([O:40][CH3:41])=[O:39])=[C:7]([N+:15]([O-:17])=[O:16])[CH:6]=1)([CH3:3])[CH3:2], predict the reactants needed to synthesize it. The reactants are: [CH:1]([O:4][C:5]1[C:12]([O:13][CH3:14])=[CH:11][C:8]([CH:9]=O)=[C:7]([N+:15]([O-:17])=[O:16])[CH:6]=1)([CH3:3])[CH3:2].C1(P(=[CH:37][C:38]([O:40][CH3:41])=[O:39])(C2C=CC=CC=2)C2C=CC=CC=2)C=CC=CC=1.